From a dataset of Retrosynthesis with 50K atom-mapped reactions and 10 reaction types from USPTO. Predict the reactants needed to synthesize the given product. (1) Given the product CCOC(=O)c1nc(C)ccc1Nc1cccnc1, predict the reactants needed to synthesize it. The reactants are: CCOC(=O)c1nc(C)ccc1Br.Nc1cccnc1. (2) Given the product CCOC(=O)C1(c2ccc(-c3ccc(-c4onc(C)c4Nc4cccc(Cc5cccc(F)c5)n4)cc3)cc2)CC1, predict the reactants needed to synthesize it. The reactants are: CCOC(=O)C1(c2ccc(-c3ccc(-c4onc(C)c4N)cc3)cc2)CC1.Fc1cccc(Cc2cccc(Br)n2)c1. (3) Given the product CC(F)(F)CCC[C@@](O)(c1cccc(Cl)c1)[C@@H]1CCCN(C(=O)OC(C)(C)C)C1, predict the reactants needed to synthesize it. The reactants are: CC(C)(C)OC(=O)N1CCC[C@@H](C(=O)c2cccc(Cl)c2)C1.CC(F)(F)CCC[Mg+]. (4) Given the product CC#CC(C)(C)NC(=O)C(OCC)Oc1cc(Cl)cc(Cl)c1, predict the reactants needed to synthesize it. The reactants are: CC#CC(C)(C)N.CCOC(Oc1cc(Cl)cc(Cl)c1)C(=O)O. (5) Given the product O=C(O)CN1CCN(c2ccc(NC(=O)c3ccccc3-c3ccc(C(F)(F)F)cc3)cc2)CC1, predict the reactants needed to synthesize it. The reactants are: CCOC(=O)CN1CCN(c2ccc(NC(=O)c3ccccc3-c3ccc(C(F)(F)F)cc3)cc2)CC1. (6) Given the product CCC[C@@H]1CC(=O)C2=C(C1)NC(C)=C(C#N)[C@H]2c1cc(Br)c(OCc2cc(F)c(F)cc2[N+](=O)[O-])c(OCC)c1, predict the reactants needed to synthesize it. The reactants are: CCC[C@@H]1CC(=O)C2=C(C1)NC(C)=C(C#N)[C@H]2c1cc(Br)c(O)c(OCC)c1.O=[N+]([O-])c1cc(F)c(F)cc1CO.